Dataset: NCI-60 drug combinations with 297,098 pairs across 59 cell lines. Task: Regression. Given two drug SMILES strings and cell line genomic features, predict the synergy score measuring deviation from expected non-interaction effect. (1) Drug 1: CC1=C(C(=CC=C1)Cl)NC(=O)C2=CN=C(S2)NC3=CC(=NC(=N3)C)N4CCN(CC4)CCO. Drug 2: CC12CCC3C(C1CCC2OP(=O)(O)O)CCC4=C3C=CC(=C4)OC(=O)N(CCCl)CCCl.[Na+]. Cell line: UACC62. Synergy scores: CSS=18.3, Synergy_ZIP=0.0760, Synergy_Bliss=3.45, Synergy_Loewe=5.36, Synergy_HSA=4.99. (2) Drug 1: C1=CC(=CC=C1CCC2=CNC3=C2C(=O)NC(=N3)N)C(=O)NC(CCC(=O)O)C(=O)O. Drug 2: C1CNP(=O)(OC1)N(CCCl)CCCl. Cell line: HT29. Synergy scores: CSS=19.8, Synergy_ZIP=-2.51, Synergy_Bliss=-7.58, Synergy_Loewe=-31.9, Synergy_HSA=-7.11. (3) Drug 1: C1=CC=C(C=C1)NC(=O)CCCCCCC(=O)NO. Synergy scores: CSS=13.4, Synergy_ZIP=-3.91, Synergy_Bliss=0.206, Synergy_Loewe=-10.5, Synergy_HSA=-4.01. Cell line: HT29. Drug 2: C1CC(=O)NC(=O)C1N2C(=O)C3=CC=CC=C3C2=O. (4) Drug 1: CC1=CC2C(CCC3(C2CCC3(C(=O)C)OC(=O)C)C)C4(C1=CC(=O)CC4)C. Drug 2: CCN(CC)CCCC(C)NC1=C2C=C(C=CC2=NC3=C1C=CC(=C3)Cl)OC. Cell line: M14. Synergy scores: CSS=11.3, Synergy_ZIP=-1.83, Synergy_Bliss=0.286, Synergy_Loewe=-12.0, Synergy_HSA=-2.99. (5) Drug 1: C1C(C(OC1N2C=C(C(=O)NC2=O)F)CO)O. Drug 2: CN(CCCl)CCCl.Cl. Cell line: SK-MEL-2. Synergy scores: CSS=-5.54, Synergy_ZIP=-4.22, Synergy_Bliss=-8.09, Synergy_Loewe=-8.29, Synergy_HSA=-8.69.